Task: Predict the reaction yield, written as a fraction of the theoretical maximum amount of product (1.0 means a 100% yield; for example, 0.34 means a 34% yield).. Dataset: Reaction yield outcomes from USPTO patents with 853,638 reactions (1) The reactants are [C:1]([N:4]1[C:13]2[C:8](=[CH:9][C:10]([C:14]3[CH:15]=[CH:16][C:17]([C:20]([OH:22])=O)=[N:18][CH:19]=3)=[CH:11][CH:12]=2)[C@H:7]([NH:23][C:24]2[CH:29]=[N:28][C:27]([C:30]#[N:31])=[CH:26][N:25]=2)[CH2:6][C@@H:5]1[CH3:32])(=[O:3])[CH3:2].CN(C(ON1N=NC2C=CC=NC1=2)=[N+](C)C)C.F[P-](F)(F)(F)(F)F.CCN(C(C)C)C(C)C.[NH2:66][CH2:67][CH2:68][OH:69]. The catalyst is CN(C=O)C. The product is [C:1]([N:4]1[C:13]2[C:8](=[CH:9][C:10]([C:14]3[CH:15]=[CH:16][C:17]([C:20]([NH:66][CH2:67][CH2:68][OH:69])=[O:22])=[N:18][CH:19]=3)=[CH:11][CH:12]=2)[C@H:7]([NH:23][C:24]2[CH:29]=[N:28][C:27]([C:30]#[N:31])=[CH:26][N:25]=2)[CH2:6][C@@H:5]1[CH3:32])(=[O:3])[CH3:2]. The yield is 0.380. (2) The reactants are [F:1][C:2]1[CH:3]=[CH:4][C:5]([C:8]2[C:12](/[CH:13]=[CH:14]/[C:15]3[S:16][C:17]([C:20]([OH:22])=O)=[CH:18][N:19]=3)=[C:11]([CH3:23])[O:10][N:9]=2)=[N:6][CH:7]=1.[NH:24]1[CH2:29][CH2:28][O:27][CH2:26][CH2:25]1. The yield is 0.830. The product is [F:1][C:2]1[CH:3]=[CH:4][C:5]([C:8]2[C:12](/[CH:13]=[CH:14]/[C:15]3[S:16][C:17]([C:20]([N:24]4[CH2:29][CH2:28][O:27][CH2:26][CH2:25]4)=[O:22])=[CH:18][N:19]=3)=[C:11]([CH3:23])[O:10][N:9]=2)=[N:6][CH:7]=1. No catalyst specified. (3) The reactants are [CH3:1][O:2][C:3]1[C:4]([O:20][CH3:21])=[CH:5][C:6]2[CH:15]=[C:14]3[C:9]([C:10](=O)[C:11]([C:16]#[N:17])=[CH:12][NH:13]3)=[CH:8][C:7]=2[CH:19]=1.P(Cl)(Cl)([Cl:24])=O. The catalyst is CN(C=O)C. The product is [Cl:24][C:10]1[C:9]2[C:14](=[CH:15][C:6]3[CH:5]=[C:4]([O:20][CH3:21])[C:3]([O:2][CH3:1])=[CH:19][C:7]=3[CH:8]=2)[N:13]=[CH:12][C:11]=1[C:16]#[N:17]. The yield is 0.494.